Dataset: Catalyst prediction with 721,799 reactions and 888 catalyst types from USPTO. Task: Predict which catalyst facilitates the given reaction. (1) Reactant: C(C1[C:4]([C:25](O)=O)=[CH:5][C:6]([N:9]2[CH2:14][CH2:13][CH:12](N3C4C(=NC=CC=4)NC3=O)[CH2:11]C2)=NC=1)#N.[C:28]([C:30]1[C:31]([N:39]2[CH2:44][CH2:43][CH:42]([N:45]3[C:53]4[C:48](=[N:49][CH:50]=[CH:51][CH:52]=4)[NH:47][C:46]3=[O:54])[CH2:41][CH2:40]2)=[CH:32][C:33]([C:36]([OH:38])=O)=[N:34][CH:35]=1)#[N:29].N1C2C(=CC=CC=2)CC1.CN(C(ON1N=NC2C=CC=CC1=2)=[N+](C)C)C.[B-](F)(F)(F)F. Product: [N:9]1([C:36]([C:33]2[N:34]=[CH:35][C:30]([C:28]#[N:29])=[C:31]([N:39]3[CH2:44][CH2:43][CH:42]([N:45]4[C:53]5[C:48](=[N:49][CH:50]=[CH:51][CH:52]=5)[NH:47][C:46]4=[O:54])[CH2:41][CH2:40]3)[CH:32]=2)=[O:38])[C:6]2[C:12](=[CH:11][CH:25]=[CH:4][CH:5]=2)[CH2:13][CH2:14]1. The catalyst class is: 3. (2) Reactant: [C:1]1(B(O)O)[CH:6]=[CH:5][CH:4]=[CH:3][CH:2]=1.O.O.P([O-])([O-])([O-])=O.[K+].[K+].[K+].[Cl:20][C:21]1[N:26]=[C:25]2[N:27]([CH:31]3[CH2:36][CH2:35][CH2:34][CH2:33][O:32]3)[N:28]=[C:29](I)[C:24]2=[C:23]([CH:37]([F:39])[F:38])[CH:22]=1. Product: [Cl:20][C:21]1[N:26]=[C:25]2[N:27]([CH:31]3[CH2:36][CH2:35][CH2:34][CH2:33][O:32]3)[N:28]=[C:29]([C:1]3[CH:6]=[CH:5][CH:4]=[CH:3][CH:2]=3)[C:24]2=[C:23]([CH:37]([F:38])[F:39])[CH:22]=1. The catalyst class is: 108. (3) Reactant: [CH3:1][O:2][C:3](=[O:11])[C:4]1[CH:9]=[CH:8][CH:7]=[CH:6][C:5]=1[CH3:10].[Br:12]N1C(=O)CCC1=O. Product: [CH3:1][O:2][C:3](=[O:11])[C:4]1[CH:9]=[CH:8][CH:7]=[CH:6][C:5]=1[CH2:10][Br:12]. The catalyst class is: 734. (4) Reactant: [Cl:1][C:2]1[CH:7]=[CH:6][CH:5]=[C:4]([F:8])[C:3]=1[C:9]1[NH:13][C:12](=[O:14])[N:11]([C:15]2[CH:23]=[CH:22][C:18]([C:19]([NH2:21])=[O:20])=[CH:17][CH:16]=2)[N:10]=1.Br[C:25]1[CH:30]=[CH:29][C:28]([C:31]([F:34])([F:33])[F:32])=[CH:27][CH:26]=1.CC(C)([O-])C.[Na+]. Product: [Cl:1][C:2]1[CH:7]=[CH:6][CH:5]=[C:4]([F:8])[C:3]=1[C:9]1[NH:13][C:12](=[O:14])[N:11]([C:15]2[CH:23]=[CH:22][C:18]([C:19]([NH:21][C:25]3[CH:30]=[CH:29][C:28]([C:31]([F:34])([F:33])[F:32])=[CH:27][CH:26]=3)=[O:20])=[CH:17][CH:16]=2)[N:10]=1. The catalyst class is: 11. (5) Reactant: [Cl:1][C:2]1[CH:3]=[C:4]2[C:9](=[CH:10][C:11]=1[O:12][C:13]1[CH:18]=[CH:17][C:16]([C:19](=[O:32])[NH:20][CH2:21][CH2:22][C:23]3[CH:28]=[CH:27][C:26]([Cl:29])=[CH:25][C:24]=3[O:30][CH3:31])=[CH:15][CH:14]=1)[O:8][CH2:7][CH2:6][CH:5]2[C:33]([O:35]CC)=[O:34].[OH-].[Na+]. Product: [Cl:1][C:2]1[CH:3]=[C:4]2[C:9](=[CH:10][C:11]=1[O:12][C:13]1[CH:18]=[CH:17][C:16]([C:19](=[O:32])[NH:20][CH2:21][CH2:22][C:23]3[CH:28]=[CH:27][C:26]([Cl:29])=[CH:25][C:24]=3[O:30][CH3:31])=[CH:15][CH:14]=1)[O:8][CH2:7][CH2:6][CH:5]2[C:33]([OH:35])=[O:34]. The catalyst class is: 242. (6) Reactant: S(Cl)([Cl:3])=O.[Br:5][C:6]1[CH:11]=[CH:10][C:9]([I:12])=[CH:8][C:7]=1[CH2:13]O.CN(C=O)C. Product: [Br:5][C:6]1[CH:11]=[CH:10][C:9]([I:12])=[CH:8][C:7]=1[CH2:13][Cl:3]. The catalyst class is: 4.